From a dataset of Catalyst prediction with 721,799 reactions and 888 catalyst types from USPTO. Predict which catalyst facilitates the given reaction. (1) Reactant: C([O:4][C@@H:5]1[C@@H:10]([O:11]C(=O)C)[C@@H:9]([O:15]C(=O)C)[C@@H:8]([CH2:19][O:20]C(=O)C)[O:7][C@:6]21[C:31]1[C:26](=[CH:27][C:28]([Cl:41])=[C:29]([CH2:32][C:33]3[CH:38]=[CH:37][C:36]([CH2:39][CH3:40])=[CH:35][CH:34]=3)[CH:30]=1)[CH2:25][O:24]2)(=O)C.C(=O)([O-])[O-].[K+].[K+].O. Product: [Cl:41][C:28]1[CH:27]=[C:26]2[C:31](=[CH:30][C:29]=1[CH2:32][C:33]1[CH:38]=[CH:37][C:36]([CH2:39][CH3:40])=[CH:35][CH:34]=1)[C@:6]1([C@H:5]([OH:4])[C@@H:10]([OH:11])[C@H:9]([OH:15])[C@@H:8]([CH2:19][OH:20])[O:7]1)[O:24][CH2:25]2. The catalyst class is: 5. (2) Reactant: C1CN([P+](ON2N=NC3C=CC=CC2=3)(N2CCCC2)N2CCCC2)CC1.F[P-](F)(F)(F)(F)F.[Br:34][C:35]1[S:36][C:37]([NH:43]C(OC(C)(C)C)=O)=[C:38]([C:40]([OH:42])=O)[N:39]=1.[NH2:51][C:52]1[CH:53]=[N:54][N:55]([CH3:73])[C:56]=1[N:57]1[CH2:63][CH2:62][CH:61]([F:64])[CH:60]([NH:65][C:66](=[O:72])[O:67][C:68]([CH3:71])([CH3:70])[CH3:69])[CH2:59][CH2:58]1.CCN(C(C)C)C(C)C. Product: [NH2:43][C:37]1[S:36][C:35]([Br:34])=[N:39][C:38]=1[C:40]([NH:51][C:52]1[CH:53]=[N:54][N:55]([CH3:73])[C:56]=1[N:57]1[CH2:63][CH2:62][CH:61]([F:64])[CH:60]([NH:65][C:66](=[O:72])[O:67][C:68]([CH3:69])([CH3:70])[CH3:71])[CH2:59][CH2:58]1)=[O:42]. The catalyst class is: 2. (3) Reactant: C(OC(=O)[NH:7][CH2:8][C:9]1[CH:40]=[CH:39][C:12]2[N:13]([CH2:34][CH2:35][CH2:36][CH2:37][OH:38])[C:14]([CH2:16][N:17]3[C:26]4[C:21](=[CH:22][CH:23]=[CH:24][CH:25]=4)[C:20](=[O:27])[N:19]([CH2:28][C:29]([F:32])([F:31])[F:30])[C:18]3=[O:33])=[N:15][C:11]=2[CH:10]=1)(C)(C)C.C(O)(C(F)(F)F)=O.C(Cl)(=O)C. Product: [NH2:7][CH2:8][C:9]1[CH:40]=[CH:39][C:12]2[N:13]([CH2:34][CH2:35][CH2:36][CH2:37][OH:38])[C:14]([CH2:16][N:17]3[C:26]4[C:21](=[CH:22][CH:23]=[CH:24][CH:25]=4)[C:20](=[O:27])[N:19]([CH2:28][C:29]([F:32])([F:31])[F:30])[C:18]3=[O:33])=[N:15][C:11]=2[CH:10]=1. The catalyst class is: 4. (4) Reactant: [O:1]([CH2:8][CH2:9][CH2:10][C:11]([NH:13][C@@H:14]1[C:23]2[C:18](=[CH:19][CH:20]=[CH:21][CH:22]=2)[CH2:17][CH2:16][CH2:15]1)=O)[C:2]1[CH:7]=[CH:6][CH:5]=[CH:4][CH:3]=1. Product: [O:1]([CH2:8][CH2:9][CH2:10][CH2:11][NH:13][C@@H:14]1[C:23]2[C:18](=[CH:19][CH:20]=[CH:21][CH:22]=2)[CH2:17][CH2:16][CH2:15]1)[C:2]1[CH:3]=[CH:4][CH:5]=[CH:6][CH:7]=1. The catalyst class is: 1.